From a dataset of Forward reaction prediction with 1.9M reactions from USPTO patents (1976-2016). Predict the product of the given reaction. (1) Given the reactants C([N:4]1[C:10](=[O:11])[C@@H:9]([NH:12][C:13](=[O:19])[O:14][C:15]([CH3:18])([CH3:17])[CH3:16])[C@H:8]([CH3:20])[N:7]([C:21](=[O:23])[CH3:22])[C:6]2[CH:24]=[C:25]([C:28]#[N:29])[CH:26]=[CH:27][C:5]1=2)(=O)C.[OH-].[Na+], predict the reaction product. The product is: [C:21]([N:7]1[C@@H:8]([CH3:20])[C@H:9]([NH:12][C:13](=[O:19])[O:14][C:15]([CH3:17])([CH3:18])[CH3:16])[C:10](=[O:11])[NH:4][C:5]2[CH:27]=[CH:26][C:25]([C:28]#[N:29])=[CH:24][C:6]1=2)(=[O:23])[CH3:22]. (2) Given the reactants [NH2:1][C@H:2]([CH2:8][CH2:9][CH2:10][CH2:11][NH:12][C:13]([O:15][CH2:16][C:17]1[CH:22]=[CH:21][CH:20]=[CH:19][CH:18]=1)=[O:14])[C:3]([O:5][CH2:6][CH3:7])=[O:4].[C:23]([N:27]=[C:28]=[S:29])([CH3:26])([CH3:25])[CH3:24].[N-]=C=S, predict the reaction product. The product is: [CH2:16]([O:15][C:13]([NH:12][CH2:11][CH2:10][CH2:9][CH2:8][C@@H:2]([NH:1][C:28]([NH:27][C:23]([CH3:26])([CH3:25])[CH3:24])=[S:29])[C:3]([O:5][CH2:6][CH3:7])=[O:4])=[O:14])[C:17]1[CH:18]=[CH:19][CH:20]=[CH:21][CH:22]=1.